This data is from Forward reaction prediction with 1.9M reactions from USPTO patents (1976-2016). The task is: Predict the product of the given reaction. Given the reactants [CH2:1]([O:3][C:4]([C:6]1([CH3:27])[CH2:11][CH2:10][N:9]([C:12]2[CH2:26][C:15]3([CH2:18][N:17]([C:19](OC(C)(C)C)=O)[CH2:16]3)[O:14][N:13]=2)[CH2:8][CH2:7]1)=[O:5])[CH3:2].[F:28][C:29]1[CH:34]=[CH:33][C:32]([C:35]2[CH:40]=[CH:39][C:38](C=O)=[CH:37][C:36]=2[CH2:43][CH2:44][CH3:45])=[CH:31][CH:30]=1, predict the reaction product. The product is: [F:28][C:29]1[CH:30]=[CH:31][C:32]([C:35]2[CH:40]=[CH:39][C:38]([CH2:19][N:17]3[CH2:18][C:15]4([CH2:26][C:12]([N:9]5[CH2:8][CH2:7][C:6]([CH3:27])([C:4]([O:3][CH2:1][CH3:2])=[O:5])[CH2:11][CH2:10]5)=[N:13][O:14]4)[CH2:16]3)=[CH:37][C:36]=2[CH2:43][CH2:44][CH3:45])=[CH:33][CH:34]=1.